Dataset: NCI-60 drug combinations with 297,098 pairs across 59 cell lines. Task: Regression. Given two drug SMILES strings and cell line genomic features, predict the synergy score measuring deviation from expected non-interaction effect. Drug 1: CC1=C(C=C(C=C1)NC2=NC=CC(=N2)N(C)C3=CC4=NN(C(=C4C=C3)C)C)S(=O)(=O)N.Cl. Drug 2: C1=CC(=C2C(=C1NCCNCCO)C(=O)C3=C(C=CC(=C3C2=O)O)O)NCCNCCO. Cell line: COLO 205. Synergy scores: CSS=53.8, Synergy_ZIP=18.5, Synergy_Bliss=13.7, Synergy_Loewe=-19.1, Synergy_HSA=9.04.